Dataset: Forward reaction prediction with 1.9M reactions from USPTO patents (1976-2016). Task: Predict the product of the given reaction. (1) Given the reactants [C:1]([OH:6])(=[O:5])[C:2]([CH3:4])=[CH2:3].[O:7]1[CH2:12][CH2:11][CH2:10][CH:9]=[CH:8]1, predict the reaction product. The product is: [C:1]([O:6][CH:8]1[CH2:9][CH2:10][CH2:11][CH2:12][O:7]1)(=[O:5])[C:2]([CH3:4])=[CH2:3]. (2) Given the reactants [NH2:1][C:2]1[C:7]([O:8]CC2C=CC=CC=2)=[CH:6][CH:5]=[CH:4][C:3]=1[NH:16][C:17]1[C:25]2[O:24][CH2:23][C@@H:22]([N:26]([C:41](=[O:46])[C:42]([F:45])([F:44])[F:43])[C:27]3[CH:40]=[CH:39][C:30]4[C@H:31]([CH2:34][C:35]([O:37][CH3:38])=[O:36])[CH2:32][O:33][C:29]=4[CH:28]=3)[C:21]=2[CH:20]=[CH:19][CH:18]=1.[C:47](Cl)(=O)[CH2:48][CH3:49], predict the reaction product. The product is: [CH2:48]([C:49]1[N:16]([C:17]2[C:25]3[O:24][CH2:23][C@@H:22]([N:26]([C:41](=[O:46])[C:42]([F:44])([F:43])[F:45])[C:27]4[CH:40]=[CH:39][C:30]5[C@H:31]([CH2:34][C:35]([O:37][CH3:38])=[O:36])[CH2:32][O:33][C:29]=5[CH:28]=4)[C:21]=3[CH:20]=[CH:19][CH:18]=2)[C:3]2[CH:4]=[CH:5][CH:6]=[C:7]([OH:8])[C:2]=2[N:1]=1)[CH3:47]. (3) Given the reactants [Br:1][C:2]1[CH:3]=[N:4][C:5]2[N:6]([N:8]=[C:9]([C:11]([OH:13])=O)[CH:10]=2)[CH:7]=1.[CH2:14]([NH:16][C:17]([C:19]1[N:23]2[CH2:24][CH2:25][NH:26][CH:27]([CH3:28])[C:22]2=[CH:21][CH:20]=1)=[O:18])[CH3:15], predict the reaction product. The product is: [CH2:14]([NH:16][C:17]([C:19]1[N:23]2[CH2:24][CH2:25][N:26]([C:11]([C:9]3[CH:10]=[C:5]4[N:4]=[CH:3][C:2]([Br:1])=[CH:7][N:6]4[N:8]=3)=[O:13])[CH:27]([CH3:28])[C:22]2=[CH:21][CH:20]=1)=[O:18])[CH3:15]. (4) Given the reactants [CH3:1][C:2]1([CH3:16])[CH2:6][CH2:5][CH2:4][C:3]1=[N:7][NH:8][C:9]([O:11][C:12]([CH3:15])([CH3:14])[CH3:13])=[O:10].C(O)(=O)C.C([BH3-])#N.[Na+].Cl[O-].[Na+], predict the reaction product. The product is: [CH3:1][C:2]1([CH3:16])[CH2:6][CH2:5][CH2:4][CH:3]1[NH:7][NH:8][C:9]([O:11][C:12]([CH3:15])([CH3:14])[CH3:13])=[O:10]. (5) Given the reactants [CH:1]([C:3]1[CH:8]=[CH:7][C:6]([N:9]2[CH:13]=[N:12][CH:11]=[N:10]2)=[CH:5][CH:4]=1)=[CH2:2].[Li]CCCC.[CH3:19][S:20]SC, predict the reaction product. The product is: [CH3:19][S:20][C:13]1[N:9]([C:6]2[CH:5]=[CH:4][C:3]([CH:1]=[CH2:2])=[CH:8][CH:7]=2)[N:10]=[CH:11][N:12]=1. (6) Given the reactants Cl.C[O:3][C:4]([C:6]1[CH:15]=[C:14]2[C:9]([CH2:10][CH2:11][NH:12][CH2:13]2)=[CH:8][CH:7]=1)=O.[CH3:16][NH2:17], predict the reaction product. The product is: [CH3:16][NH:17][C:4]([C:6]1[CH:15]=[C:14]2[C:9]([CH2:10][CH2:11][NH:12][CH2:13]2)=[CH:8][CH:7]=1)=[O:3].